From a dataset of Retrosynthesis with 50K atom-mapped reactions and 10 reaction types from USPTO. Predict the reactants needed to synthesize the given product. (1) Given the product O=C(O)C(F)(F)F, predict the reactants needed to synthesize it. The reactants are: CN(CCCO[Si](C)(C)C(C)(C)C)NC(=O)OC(C)(C)C. (2) Given the product COc1ccc2c(c1)cc(C=O)n2CCCl, predict the reactants needed to synthesize it. The reactants are: COc1ccc2c(c1)cc(CO)n2CCCl. (3) Given the product Cc1cc(-c2cn(CCN3CCC3)c(C3CCN(c4ncnc(N)c4-c4ccn[nH]4)CC3)n2)ccc1F, predict the reactants needed to synthesize it. The reactants are: Cc1cc(-c2cn(CCN3CCC3)c(C3CCN(c4ncnc(N)c4-c4ccnn4C(=O)OC(C)(C)C)CC3)n2)ccc1F. (4) The reactants are: CCCCN(CCCC)c1ccc([N+](=O)[O-])cc1F. Given the product CCCCN(CCCC)c1ccc(N)cc1F, predict the reactants needed to synthesize it. (5) Given the product CCC(NC(=O)c1cncc2c1cnn2-c1ccc(F)cc1)C1CCCNC1, predict the reactants needed to synthesize it. The reactants are: CCC(NC(=O)c1cncc2c1cnn2-c1ccc(F)cc1)C1CCCN(C(=O)OC(C)(C)C)C1.